This data is from Catalyst prediction with 721,799 reactions and 888 catalyst types from USPTO. The task is: Predict which catalyst facilitates the given reaction. (1) Reactant: [F:1][C:2]1[C:7]([CH:8]=O)=[C:6]([OH:10])[C:5]([O:11][CH3:12])=[CH:4][CH:3]=1.CCCCCCC.[C:20](OCC)(=[O:22])[CH3:21]. Product: [F:1][C:2]1[C:7]([CH2:8][CH2:21][CH2:20][OH:22])=[C:6]([OH:10])[C:5]([O:11][CH3:12])=[CH:4][CH:3]=1. The catalyst class is: 4. (2) Reactant: Br[C:2]1[CH:10]=[CH:9][C:5]([C:6]([OH:8])=[O:7])=[CH:4][C:3]=1[O:11][CH3:12].[Zn](CC)[CH2:14][CH3:15]. Product: [CH2:14]([C:2]1[CH:10]=[CH:9][C:5]([C:6]([OH:8])=[O:7])=[CH:4][C:3]=1[O:11][CH3:12])[CH3:15]. The catalyst class is: 75. (3) Reactant: [OH:1][C:2]1[CH:9]=[CH:8][C:5]([CH2:6]O)=[CH:4][C:3]=1[O:10][CH3:11].[C-:12]#[N:13].[Na+].Br[CH2:16][CH2:17][O:18][C:19]1[CH:24]=[CH:23][C:22]([F:25])=[CH:21][CH:20]=1.O. Product: [F:25][C:22]1[CH:23]=[CH:24][C:19]([O:18][CH2:17][CH2:16][O:1][C:2]2[CH:9]=[CH:8][C:5]([CH2:6][C:12]#[N:13])=[CH:4][C:3]=2[O:10][CH3:11])=[CH:20][CH:21]=1. The catalyst class is: 9. (4) Reactant: [Cl:1][C:2]1[CH:3]=[C:4]([C:14]([OH:16])=O)[C:5]2[CH:10]=[N:9][N:8]([CH:11]([CH3:13])[CH3:12])[C:6]=2[N:7]=1.ON1C2N=CC=CC=2N=N1.C(Cl)CCl.[NH2:31][CH2:32][C:33]1[C:34](=[O:41])[NH:35][C:36]([CH3:40])=[CH:37][C:38]=1[CH3:39].CN1CCOCC1. Product: [Cl:1][C:2]1[CH:3]=[C:4]([C:14]([NH:31][CH2:32][C:33]2[C:34](=[O:41])[NH:35][C:36]([CH3:40])=[CH:37][C:38]=2[CH3:39])=[O:16])[C:5]2[CH:10]=[N:9][N:8]([CH:11]([CH3:12])[CH3:13])[C:6]=2[N:7]=1. The catalyst class is: 58. (5) Product: [CH3:1][O:2][C:3](=[O:12])[C:4]1[CH:9]=[CH:8][C:7]([O:38][CH3:31])=[CH:6][C:5]=1[CH2:11][Br:13]. The catalyst class is: 53. Reactant: [CH3:1][O:2][C:3](=[O:12])[C:4]1[CH:9]=[CH:8][C:7](F)=[CH:6][C:5]=1[CH3:11].[Br:13]N1C(=O)CCC1=O.C(OO[C:31](=[O:38])C1C=CC=CC=1)(=O)C1C=CC=CC=1.